From a dataset of Catalyst prediction with 721,799 reactions and 888 catalyst types from USPTO. Predict which catalyst facilitates the given reaction. (1) Reactant: [CH2:1]([O:3][C:4]([C:6]1[N:7]=[C:8]([Br:24])[N:9]([CH:21]([CH3:23])[CH3:22])[C:10]=1[CH:11]([C:13]1[CH:18]=[CH:17][C:16]([C:19]#[N:20])=[CH:15][CH:14]=1)O)=[O:5])[CH3:2].[Cl:25][C:26]1[CH:27]=[CH:28][C:29]([CH3:33])=[C:30]([CH:32]=1)[NH2:31]. Product: [CH2:1]([O:3][C:4]([C:6]1[N:7]=[C:8]([Br:24])[N:9]([CH:21]([CH3:23])[CH3:22])[C:10]=1[CH:11]([NH:31][C:30]1[CH:32]=[C:26]([Cl:25])[CH:27]=[CH:28][C:29]=1[CH3:33])[C:13]1[CH:18]=[CH:17][C:16]([C:19]#[N:20])=[CH:15][CH:14]=1)=[O:5])[CH3:2]. The catalyst class is: 828. (2) Reactant: [Si:1]([O:8][CH2:9][C@@H:10]1[C@@H:14]([OH:15])[C@:13]([F:17])([CH3:16])[C@H:12]([N:18]2[CH:26]=[N:25][C:24]3[C:19]2=[N:20][C:21]([NH2:28])=[N:22][C:23]=3[NH2:27])[O:11]1)([C:4]([CH3:7])([CH3:6])[CH3:5])([CH3:3])[CH3:2].[C:29](Cl)([O:31][CH2:32][C:33]1[CH:38]=[CH:37][CH:36]=[CH:35][CH:34]=1)=[O:30]. Product: [NH2:28][C:21]1[N:20]=[C:19]2[C:24]([N:25]=[CH:26][N:18]2[C@H:12]2[C@@:13]([F:17])([CH3:16])[C@H:14]([O:15][C:29]([O:31][CH2:32][C:33]3[CH:38]=[CH:37][CH:36]=[CH:35][CH:34]=3)=[O:30])[C@@H:10]([CH2:9][O:8][Si:1]([C:4]([CH3:6])([CH3:7])[CH3:5])([CH3:2])[CH3:3])[O:11]2)=[C:23]([NH:27][C:29](=[O:30])[O:31][CH2:32][C:33]2[CH:38]=[CH:37][CH:36]=[CH:35][CH:34]=2)[N:22]=1. The catalyst class is: 64. (3) Reactant: [CH3:1][C:2]1[CH:3]=[C:4]([CH:10]=[C:11]([CH3:13])[CH:12]=1)[O:5][CH2:6][C:7]([OH:9])=[O:8].[Cl:14][S:15](O)(=[O:17])=[O:16].O.C1COCC1. Product: [Cl:14][S:15]([C:12]1[C:11]([CH3:13])=[CH:10][C:4]([O:5][CH2:6][C:7]([OH:9])=[O:8])=[CH:3][C:2]=1[CH3:1])(=[O:17])=[O:16]. The catalyst class is: 2. (4) Reactant: [CH3:1][C@H:2]1[C@@H:7]2[CH2:8][CH2:9][C:10]3[CH:11]=[N:12][C:13]([C:16]4[CH:17]=[N:18][CH:19]=[N:20][CH:21]=4)=[N:14][C:15]=3[C@@:6]2([C:22]2[CH:27]=[CH:26][CH:25]=[CH:24][CH:23]=2)[CH2:5][CH:4]([C:28]#[N:29])[C:3]1=[O:30].BrN1C(C)(C)C(=O)N(Br)C1=O.N1C=CC=CC=1. Product: [CH3:1][C@H:2]1[C@@H:7]2[CH2:8][CH2:9][C:10]3[CH:11]=[N:12][C:13]([C:16]4[CH:17]=[N:18][CH:19]=[N:20][CH:21]=4)=[N:14][C:15]=3[C@@:6]2([C:22]2[CH:27]=[CH:26][CH:25]=[CH:24][CH:23]=2)[CH:5]=[C:4]([C:28]#[N:29])[C:3]1=[O:30]. The catalyst class is: 35. (5) Reactant: Cl.[Cl:2][C:3]1[CH:10]=[C:9]([C:11]2[NH:15][N:14]=[CH:13][CH:12]=2)[CH:8]=[C:7]([F:16])[C:4]=1[C:5]#[N:6].[OH-].[Na+]. Product: [Cl:2][C:3]1[CH:10]=[C:9]([C:11]2[NH:15][N:14]=[CH:13][CH:12]=2)[CH:8]=[C:7]([F:16])[C:4]=1[C:5]#[N:6]. The catalyst class is: 1.